From a dataset of Forward reaction prediction with 1.9M reactions from USPTO patents (1976-2016). Predict the product of the given reaction. (1) Given the reactants [CH:1]1[C:6]([C@H:7]2[N:11]([C:12]3[CH:13]=[CH:14][C:15]([F:18])=[CH:16][CH:17]=3)[C:9](=[O:10])[C@@H:8]2[CH2:19][CH2:20][C@H:21]([OH:29])[C:22]2[CH:23]=[CH:24][C:25]([F:28])=[CH:26][CH:27]=2)=[CH:5][CH:4]=[C:3]([OH:30])[CH:2]=1.C(O)(C)(C)C, predict the reaction product. The product is: [CH:5]1[C:6]([C@H:7]2[N:11]([C:12]3[CH:13]=[CH:14][C:15]([F:18])=[CH:16][CH:17]=3)[C:9](=[O:10])[C@@H:8]2[CH2:19][CH2:20][C@H:21]([OH:29])[C:22]2[CH:23]=[CH:24][C:25]([F:28])=[CH:26][CH:27]=2)=[CH:1][CH:2]=[C:3]([OH:30])[CH:4]=1. (2) Given the reactants [OH:1][CH2:2][C@H:3]1[CH2:8][CH2:7][C@H:6]([C:9]([OH:11])=[O:10])[CH2:5][CH2:4]1.N1C(C)=CC=CC=1C.O([Si:28]([C:31]([CH3:34])([CH3:33])[CH3:32])([CH3:30])[CH3:29])S(C(F)(F)F)(=O)=O, predict the reaction product. The product is: [Si:28]([O:1][CH2:2][C@H:3]1[CH2:4][CH2:5][C@H:6]([C:9]([OH:11])=[O:10])[CH2:7][CH2:8]1)([C:31]([CH3:34])([CH3:33])[CH3:32])([CH3:30])[CH3:29]. (3) The product is: [C:6]([O:10][C:11](=[O:12])[NH:1][C@@H:2]([CH3:5])[CH2:3][OH:4])([CH3:9])([CH3:8])[CH3:7]. Given the reactants [NH2:1][C@@H:2]([CH3:5])[CH2:3][OH:4].[C:6]([O:10][C:11](O[C:11]([O:10][C:6]([CH3:9])([CH3:8])[CH3:7])=[O:12])=[O:12])([CH3:9])([CH3:8])[CH3:7], predict the reaction product. (4) Given the reactants [CH:1]1[CH2:6][CH2:5][CH2:4][CH2:3][CH:2]=1.[CH2:7]=[CH2:8], predict the reaction product. The product is: [CH2:7]=[CH:8][CH2:1][CH2:6][CH2:5][CH2:4][CH:3]=[CH2:2].[CH2:7]=[CH:8][CH2:4][CH2:5][CH2:6][CH2:1][CH:2]=[CH:3][CH2:1][CH2:6][CH2:5][CH2:4][CH:3]=[CH2:2]. (5) Given the reactants [H-].[Na+].[S:3]1[CH2:7][C:6](=[O:8])[NH:5][C:4]1=[O:9].Br[CH2:11][C:12]([C:14]1[CH:19]=[CH:18][C:17]([Cl:20])=[CH:16][CH:15]=1)=[O:13].C(OCC)(=O)C, predict the reaction product. The product is: [Cl:20][C:17]1[CH:18]=[CH:19][C:14]([C:12](=[O:13])[CH2:11][N:5]2[C:6](=[O:8])[CH2:7][S:3][C:4]2=[O:9])=[CH:15][CH:16]=1. (6) The product is: [F:37][C:2]([F:1])([F:36])[C:3]1[CH:4]=[C:5]([CH:29]=[C:30]([C:32]([F:33])([F:34])[F:35])[CH:31]=1)[C:6]([N:8]1[CH2:13][CH2:12][N:11]([CH2:40][CH2:41][N:42]2[CH2:47][CH2:46][O:45][CH2:44][C@H:43]2[CH2:48][O:49][CH3:50])[CH2:10][CH:9]1[CH2:14][C:15]1[CH:20]=[CH:19][C:18]([CH3:21])=[C:17]([O:22][CH2:23][O:24][CH2:25][CH2:26][O:27][CH3:28])[CH:16]=1)=[O:7]. Given the reactants [F:1][C:2]([F:37])([F:36])[C:3]1[CH:4]=[C:5]([CH:29]=[C:30]([C:32]([F:35])([F:34])[F:33])[CH:31]=1)[C:6]([N:8]1[CH2:13][CH2:12][NH:11][CH2:10][CH:9]1[CH2:14][C:15]1[CH:20]=[CH:19][C:18]([CH3:21])=[C:17]([O:22][CH2:23][O:24][CH2:25][CH2:26][O:27][CH3:28])[CH:16]=1)=[O:7].Cl.Cl[CH2:40][CH2:41][N:42]1[CH2:47][CH2:46][O:45][CH2:44][C@H:43]1[CH2:48][O:49][CH3:50].C(=O)([O-])[O-].[K+].[K+].[I-].[K+].C(=O)([O-])O.[Na+], predict the reaction product. (7) Given the reactants [CH3:1][C:2]1[CH:3]=[CH:4][C:5]([O:8][C:9]2[CH:10]=[C:11]([CH:21]=[CH:22][CH:23]=2)[CH2:12]P(=O)(OCC)OCC)=[N:6][CH:7]=1.[H-].[Na+].[C:26]([O:30][C:31]([N:33]1[CH2:38][CH2:37][C:36](=O)[CH2:35][CH2:34]1)=[O:32])([CH3:29])([CH3:28])[CH3:27].O, predict the reaction product. The product is: [CH3:1][C:2]1[CH:3]=[CH:4][C:5]([O:8][C:9]2[CH:10]=[C:11]([CH:21]=[CH:22][CH:23]=2)[CH:12]=[C:36]2[CH2:37][CH2:38][N:33]([C:31]([O:30][C:26]([CH3:29])([CH3:28])[CH3:27])=[O:32])[CH2:34][CH2:35]2)=[N:6][CH:7]=1. (8) The product is: [NH2:8][C:9]1[CH:14]=[CH:13][CH:12]=[CH:11][C:10]=1[NH:15][C:16](=[O:28])[C:17]1[CH:22]=[CH:21][C:20]([C:23]2[CH:27]=[CH:26][O:25][CH:24]=2)=[N:19][CH:18]=1. Given the reactants C(OC([NH:8][C:9]1[CH:14]=[CH:13][CH:12]=[CH:11][C:10]=1[NH:15][C:16](=[O:28])[C:17]1[CH:22]=[CH:21][C:20]([C:23]2[CH:27]=[CH:26][O:25][CH:24]=2)=[N:19][CH:18]=1)=O)(C)(C)C.Cl, predict the reaction product. (9) Given the reactants [NH2:1][C:2]1[CH:3]=[CH:4][C:5]([CH3:21])=[C:6]([C:8]2[CH:13]=[CH:12][C:11]([C:14]([NH:16][CH2:17][CH:18]3[CH2:20][CH2:19]3)=[O:15])=[CH:10][CH:9]=2)[CH:7]=1.[O:22]1[CH2:27][CH2:26][CH:25]([C:28](O)=[O:29])[CH2:24][CH2:23]1, predict the reaction product. The product is: [CH:18]1([CH2:17][NH:16][C:14]([C:11]2[CH:12]=[CH:13][C:8]([C:6]3[C:5]([CH3:21])=[CH:4][CH:3]=[C:2]([NH:1][C:28]([CH:25]4[CH2:26][CH2:27][O:22][CH2:23][CH2:24]4)=[O:29])[CH:7]=3)=[CH:9][CH:10]=2)=[O:15])[CH2:20][CH2:19]1.